From a dataset of Peptide-MHC class I binding affinity with 185,985 pairs from IEDB/IMGT. Regression. Given a peptide amino acid sequence and an MHC pseudo amino acid sequence, predict their binding affinity value. This is MHC class I binding data. The peptide sequence is YQFPTAFEF. The MHC is Mamu-B52 with pseudo-sequence Mamu-B52. The binding affinity (normalized) is 0.728.